This data is from Reaction yield outcomes from USPTO patents with 853,638 reactions. The task is: Predict the reaction yield, written as a fraction of the theoretical maximum amount of product (1.0 means a 100% yield; for example, 0.34 means a 34% yield). (1) The reactants are [CH3:1][O-].[Na+].C(OCC)=O.CO[C:11](=[O:17])[CH2:12][CH2:13][CH2:14][CH2:15][CH3:16].C(O)(=O)C.[CH:22]([NH2:24])=[NH:23]. The catalyst is O1CCCC1.CO.O. The product is [CH2:13]([C:12]1[C:11]([OH:17])=[N:23][CH:22]=[N:24][CH:1]=1)[CH2:14][CH2:15][CH3:16]. The yield is 0.110. (2) The reactants are [Br:1][C:2]1[CH:7]=[C:6]([CH2:8]Br)[CH:5]=[CH:4][C:3]=1[O:10][C:11]1[CH:16]=[CH:15][C:14]([F:17])=[CH:13][C:12]=1[F:18].[CH3:19][S-:20].[Na+]. The catalyst is CN(C)C=O. The product is [Br:1][C:2]1[CH:7]=[C:6]([CH:5]=[CH:4][C:3]=1[O:10][C:11]1[CH:16]=[CH:15][C:14]([F:17])=[CH:13][C:12]=1[F:18])[CH2:8][S:20][CH3:19]. The yield is 1.00. (3) The reactants are [C:1]([O:5][C:6]([NH:8][C@H:9]1[CH2:14][C@@H:13]([C:15]([F:18])([F:17])[F:16])[CH2:12][N:11](C(OCC2C=CC=CC=2)=O)[CH2:10]1)=[O:7])([CH3:4])([CH3:3])[CH3:2]. The catalyst is CO.[Pd]. The product is [F:18][C:15]([F:16])([F:17])[C@H:13]1[CH2:12][NH:11][CH2:10][C@@H:9]([NH:8][C:6](=[O:7])[O:5][C:1]([CH3:2])([CH3:3])[CH3:4])[CH2:14]1. The yield is 0.970. (4) The product is [F:11][C:12]([F:23])([F:22])[C:13]1[CH:18]=[CH:17][C:16]([C:3]2[CH:4]=[C:5]([CH2:6][NH2:7])[CH:8]=[CH:9][CH:10]=2)=[CH:15][CH:14]=1. The yield is 1.00. The catalyst is COCCOC.O. The reactants are Cl.Br[C:3]1[CH:4]=[C:5]([CH:8]=[CH:9][CH:10]=1)[CH2:6][NH2:7].[F:11][C:12]([F:23])([F:22])[C:13]1[CH:18]=[CH:17][C:16](B(O)O)=[CH:15][CH:14]=1.C([O-])(O)=O.[Na+]. (5) The reactants are CC1C=CC(C)=CC=1.[F:9][C:10]1[CH:11]=[C:12]([CH:16]=[C:17]([F:19])[CH:18]=1)[C:13](Cl)=O.[C:20]([O:23][C:24]1[CH:31]=[CH:30][C:27]([CH:28]=C)=[CH:26][CH:25]=1)(=[O:22])[CH3:21].CN1CCOCC1. The catalyst is CC([O-])=O.CC([O-])=O.[Pd+2].[Cl-].C(C1C=CC=C(C(C)C)C=1[NH+]1CCN(C2C(C(C)C)=CC=CC=2C(C)C)C1)(C)C.CCOC(C)=O. The product is [C:20]([O:23][C:24]1[CH:31]=[CH:30][C:27]([CH:28]=[CH:13][C:12]2[CH:11]=[C:10]([F:9])[CH:18]=[C:17]([F:19])[CH:16]=2)=[CH:26][CH:25]=1)(=[O:22])[CH3:21]. The yield is 0.740. (6) The product is [ClH:5].[CH3:6][O:7][C:8]1[C:16]([O:17][CH2:18][CH2:19][CH2:20][N:21]2[CH2:22][CH2:23][CH2:24][CH2:25]2)=[CH:15][C:14]([N+:1]([O-:4])=[O:2])=[C:10]([CH:9]=1)[C:11]([OH:13])=[O:12]. The reactants are [N+:1]([O-:4])(O)=[O:2].[ClH:5].[CH3:6][O:7][C:8]1[CH:9]=[C:10]([CH:14]=[CH:15][C:16]=1[O:17][CH2:18][CH2:19][CH2:20][N:21]1[CH2:25][CH2:24][CH2:23][CH2:22]1)[C:11]([OH:13])=[O:12]. The catalyst is C(O)(C(F)(F)F)=O. The yield is 0.900.